This data is from Forward reaction prediction with 1.9M reactions from USPTO patents (1976-2016). The task is: Predict the product of the given reaction. (1) The product is: [C:1]([O:5][C:6]([N:8]1[CH2:22][CH2:21][C:12]2=[C:13]([Cl:20])[N:14]3[C:18]([N:19]=[C:11]2[CH2:10][CH2:9]1)=[C:17]([I:23])[CH:16]=[N:15]3)=[O:7])([CH3:4])([CH3:2])[CH3:3]. Given the reactants [C:1]([O:5][C:6]([N:8]1[CH2:22][CH2:21][C:12]2=[C:13]([Cl:20])[N:14]3[C:18]([N:19]=[C:11]2[CH2:10][CH2:9]1)=[CH:17][CH:16]=[N:15]3)=[O:7])([CH3:4])([CH3:3])[CH3:2].[I:23]N1C(=O)CCC1=O.CCOC(C)=O, predict the reaction product. (2) Given the reactants [C:1](N1C=CN=C1)([N:3]1[CH:7]=[CH:6][N:5]=[CH:4]1)=[S:2].Cl.[CH2:14]1[O:22][C:21]2[CH:20]=[CH:19][C:18]([CH:23]3[C:27]4[NH:28][C:29]5[CH:30]=[CH:31][CH:32]=[CH:33][C:34]=5[C:35](=[O:36])[C:26]=4[CH2:25][NH:24]3)=[CH:17][C:16]=2[O:15]1, predict the reaction product. The product is: [N:3]1([C:1]([N:24]2[CH2:25][C:26]3[C:35](=[O:36])[C:34]4[CH:33]=[CH:32][CH:31]=[CH:30][C:29]=4[NH:28][C:27]=3[CH:23]2[C:18]2[CH:19]=[CH:20][C:21]3[O:22][CH2:14][O:15][C:16]=3[CH:17]=2)=[S:2])[CH:7]=[CH:6][N:5]=[CH:4]1. (3) Given the reactants [Li]CCCC.[Cl:6][C:7]1[C:16]2[C:11](=[CH:12][CH:13]=[C:14](C(C3N(C)C(C)=NC=3)O)[CH:15]=2)[N:10]=[C:9]([O:26][CH3:27])[C:8]=1[CH2:28][C:29]1[CH:30]=[N:31][C:32]([C:35]([F:38])([F:37])[F:36])=[CH:33][CH:34]=1.[CH3:39][C:40]1[C:45]([C:46]([C:48]2[N:52]([CH3:53])[N:51]=[N:50][CH:49]=2)=[O:47])=[CH:44][CH:43]=[C:42]([CH3:54])[N:41]=1, predict the reaction product. The product is: [Cl:6][C:7]1[C:16]2[C:11](=[CH:12][CH:13]=[C:14]([C:46]([C:45]3[C:40]([CH3:39])=[N:41][C:42]([CH3:54])=[CH:43][CH:44]=3)([C:48]3[N:52]([CH3:53])[N:51]=[N:50][CH:49]=3)[OH:47])[CH:15]=2)[N:10]=[C:9]([O:26][CH3:27])[C:8]=1[CH2:28][C:29]1[CH:30]=[N:31][C:32]([C:35]([F:36])([F:38])[F:37])=[CH:33][CH:34]=1. (4) Given the reactants [C:1](Cl)(=[O:8])[C:2]1[CH:7]=[CH:6][CH:5]=[CH:4][CH:3]=1.[CH3:10][N+:11]#[C-:12].[N-:13]=[N+:14]=[N-:15].[Na+].O, predict the reaction product. The product is: [CH3:12][N:11]1[C:10]([C:1](=[O:8])[C:2]2[CH:7]=[CH:6][CH:5]=[CH:4][CH:3]=2)=[N:15][N:14]=[N:13]1. (5) The product is: [Br:1][C:2]1[CH:3]=[C:4]([C:11]([Cl:17])=[O:13])[C:5]2[O:9][CH2:8][CH2:7][C:6]=2[CH:10]=1. Given the reactants [Br:1][C:2]1[CH:3]=[C:4]([C:11]([OH:13])=O)[C:5]2[O:9][CH2:8][CH2:7][C:6]=2[CH:10]=1.C(Cl)(=O)C([Cl:17])=O, predict the reaction product. (6) Given the reactants [Cl:1][C:2]1[CH:3]=[C:4]([C:8]2[C:13]3[N:14]([CH2:27][C@H:28]4[CH2:33][CH2:32][C@H:31]([CH3:34])[CH2:30][CH2:29]4)[C:15]([N:17]4[CH2:21][C@H:20]([O:22][CH3:23])[CH2:19][C@H:18]4[CH:24]([CH3:26])[CH3:25])=[N:16][C:12]=3[CH:11]=[C:10]([C:35](=[N:37][OH:38])[NH2:36])[N:9]=2)[CH:5]=[N:6][CH:7]=1.[C:39](N1C=CN=C1)(N1C=CN=C1)=[O:40].N12CCCN=C1CCCCC2, predict the reaction product. The product is: [Cl:1][C:2]1[CH:3]=[C:4]([C:8]2[C:13]3[N:14]([CH2:27][C@H:28]4[CH2:33][CH2:32][C@H:31]([CH3:34])[CH2:30][CH2:29]4)[C:15]([N:17]4[CH2:21][C@H:20]([O:22][CH3:23])[CH2:19][C@H:18]4[CH:24]([CH3:25])[CH3:26])=[N:16][C:12]=3[CH:11]=[C:10]([C:35]3[NH:36][C:39](=[O:40])[O:38][N:37]=3)[N:9]=2)[CH:5]=[N:6][CH:7]=1. (7) Given the reactants Cl[C:2]1[C:11]([C:12]([OH:14])=[O:13])=[CH:10][C:9]2[C:4](=[CH:5][CH:6]=[C:7]([Cl:15])[CH:8]=2)[N:3]=1.[NH2:16][CH2:17][C:18]([OH:20])=[O:19], predict the reaction product. The product is: [C:18]([CH2:17][NH:16][C:2]1[C:11]([C:12]([OH:14])=[O:13])=[CH:10][C:9]2[C:4](=[CH:5][CH:6]=[C:7]([Cl:15])[CH:8]=2)[N:3]=1)([OH:20])=[O:19]. (8) Given the reactants [C:1]1([N:7]=[C:8]=[O:9])[CH:6]=[CH:5][CH:4]=[CH:3][CH:2]=1.[NH:10]1[CH2:15][CH2:14][C:13](=[O:16])[CH2:12][CH2:11]1.C(=O)([O-])[O-].[K+].[K+], predict the reaction product. The product is: [O:16]=[C:13]1[CH2:14][CH2:15][N:10]([C:8]([NH:7][C:1]2[CH:6]=[CH:5][CH:4]=[CH:3][CH:2]=2)=[O:9])[CH2:11][CH2:12]1. (9) Given the reactants Cl[C:2]1[C:3]([CH:5]=[C:6]([NH:10][C:11]2[C:20]3[C:15](=[CH:16][C:17]([O:23][CH2:24][CH2:25][O:26][CH3:27])=[C:18]([O:21][CH3:22])[CH:19]=3)[N:14]=[CH:13][N:12]=2)[C:7](=[O:9])[CH:8]=1)=[O:4].[OH:28][C:29]1[CH:30]=[N:31][CH:32]=[CH:33][CH:34]=1, predict the reaction product. The product is: [CH3:22][O:21][C:18]1[CH:19]=[C:20]2[C:15](=[CH:16][C:17]=1[O:23][CH2:24][CH2:25][O:26][CH3:27])[N:14]=[CH:13][N:12]=[C:11]2[NH:10][C:6]1[C:7]([CH:8]=[C:2]([O:28][C:29]2[CH:30]=[N:31][CH:32]=[CH:33][CH:34]=2)[C:3](=[O:4])[CH:5]=1)=[O:9].